Dataset: Catalyst prediction with 721,799 reactions and 888 catalyst types from USPTO. Task: Predict which catalyst facilitates the given reaction. (1) Reactant: [N:1]1[CH:6]=[CH:5][CH:4]=[N:3][C:2]=1[CH2:7][CH2:8][C:9]1[CH:10]=[C:11]2[C:15](=[CH:16][CH:17]=1)[NH:14][N:13]=[CH:12]2.[Br:18]Br. Product: [Br:18][C:12]1[C:11]2[C:15](=[CH:16][CH:17]=[C:9]([CH2:8][CH2:7][C:2]3[N:1]=[CH:6][CH:5]=[CH:4][N:3]=3)[CH:10]=2)[NH:14][N:13]=1. The catalyst class is: 6. (2) Reactant: [NH2:1][C:2]1[CH:7]=[CH:6][CH:5]=[C:4]([OH:8])[C:3]=1[NH:9][C:10]([NH:12][C:13]1[C:18]([Cl:19])=[CH:17][CH:16]=[CH:15][C:14]=1[Cl:20])=S.CI. Product: [ClH:19].[Cl:20][C:14]1[CH:15]=[CH:16][CH:17]=[C:18]([Cl:19])[C:13]=1[NH:12][C:10]1[NH:1][C:2]2[CH:7]=[CH:6][CH:5]=[C:4]([OH:8])[C:3]=2[N:9]=1. The catalyst class is: 8. (3) Reactant: [N:1]1[CH:6]=[CH:5][CH:4]=[CH:3][C:2]=1[CH:7]=[O:8].[F:9][C:10]([Si](C)(C)C)([F:12])[F:11].[F-].C([N+](CCCC)(CCCC)CCCC)CCC. Product: [F:9][C:10]([F:12])([F:11])[CH:7]([C:2]1[CH:3]=[CH:4][CH:5]=[CH:6][N:1]=1)[OH:8]. The catalyst class is: 7. (4) The catalyst class is: 13. Product: [ClH:37].[ClH:37].[NH2:1][C:2]1[C:3]([CH3:36])=[CH:4][C:5]([O:6][C:7]2[CH:8]=[CH:9][C:10]3[N:14]=[C:13]([CH2:15][O:16][C:17]4[CH:18]=[CH:19][C:20]([CH2:21][CH:22]5[S:26][C:25](=[O:27])[NH:24][C:23]5=[O:28])=[CH:29][CH:30]=4)[N:12]([CH3:31])[C:11]=3[CH:32]=2)=[CH:33][C:34]=1[CH3:35]. Reactant: [NH2:1][C:2]1[C:34]([CH3:35])=[CH:33][C:5]([O:6][C:7]2[CH:8]=[CH:9][C:10]3[N:14]=[C:13]([CH2:15][O:16][C:17]4[CH:30]=[CH:29][C:20]([CH2:21][CH:22]5[S:26][C:25](=[O:27])[NH:24][C:23]5=[O:28])=[CH:19][CH:18]=4)[N:12]([CH3:31])[C:11]=3[CH:32]=2)=[CH:4][C:3]=1[CH3:36].[ClH:37]. (5) Reactant: [CH3:1][C:2]1[C:3]([N:10]2[N:14]=[CH:13][CH:12]=[N:11]2)=[C:4]([CH:7]=[CH:8][CH:9]=1)[C:5]#N.[OH-:15].[Na+].C[OH:18]. Product: [CH3:1][C:2]1[C:3]([N:10]2[N:14]=[CH:13][CH:12]=[N:11]2)=[C:4]([CH:7]=[CH:8][CH:9]=1)[C:5]([OH:18])=[O:15]. The catalyst class is: 6.